This data is from Full USPTO retrosynthesis dataset with 1.9M reactions from patents (1976-2016). The task is: Predict the reactants needed to synthesize the given product. (1) Given the product [OH:7][C@H:6]([C:12]([CH3:15])([CH3:16])[CH2:13][OH:14])[C:1]#[N:2], predict the reactants needed to synthesize it. The reactants are: [CH:1]#[N:2].OC1C(C)(C)C[O:7][CH:6]([C:12]([CH3:16])([CH3:15])[CH2:13][OH:14])O1. (2) Given the product [CH2:1]([CH:3]([CH2:24][CH2:25][CH2:26][CH3:27])[CH2:4][N:5]1[C:17]2[C:16]3[CH:18]=[CH:19][CH:20]=[CH:21][C:15]=3[C:14]([CH:22]=[O:23])=[CH:13][C:12]=2[C:11]2[C:6]1=[CH:7][CH:8]=[C:9]([C:35](=[O:36])[C:34]1[CH:38]=[CH:39][CH:40]=[CH:41][C:33]=1[F:32])[CH:10]=2)[CH3:2], predict the reactants needed to synthesize it. The reactants are: [CH2:1]([CH:3]([CH2:24][CH2:25][CH2:26][CH3:27])[CH2:4][N:5]1[C:17]2[C:16]3[CH:18]=[CH:19][CH:20]=[CH:21][C:15]=3[C:14]([CH:22]=[O:23])=[CH:13][C:12]=2[C:11]2[C:6]1=[CH:7][CH:8]=[CH:9][CH:10]=2)[CH3:2].[Al+3].[Cl-].[Cl-].[Cl-].[F:32][C:33]1[CH:41]=[CH:40][CH:39]=[CH:38][C:34]=1[C:35](Cl)=[O:36]. (3) The reactants are: [C:1]([O:5][C:6](=[O:28])[NH:7][C:8]1[CH:13]=[CH:12][C:11](/[CH:14]=[CH:15]/[C:16]2[C:17]([O:23][CH3:24])=[N:18][CH:19]=[CH:20][C:21]=2[Cl:22])=[C:10]([N+:25]([O-])=O)[CH:9]=1)([CH3:4])([CH3:3])[CH3:2].O. Given the product [C:1]([O:5][C:6](=[O:28])[NH:7][C:8]1[CH:9]=[C:10]2[C:11]([CH:14]=[C:15]([C:16]3[C:17]([O:23][CH3:24])=[N:18][CH:19]=[CH:20][C:21]=3[Cl:22])[NH:25]2)=[CH:12][CH:13]=1)([CH3:4])([CH3:3])[CH3:2], predict the reactants needed to synthesize it. (4) Given the product [F:29][C:23]1[CH:24]=[C:25]([I:28])[CH:26]=[CH:27][C:22]=1[NH:9][C:10]1[C:11]([NH:7][S:4]([CH:1]2[CH2:3][CH2:2]2)(=[O:5])=[O:6])=[CH:12][C:13]2[C:17]([C:18]=1[F:19])=[N:16][N:15]([CH3:20])[C:14]=2[CH3:21], predict the reactants needed to synthesize it. The reactants are: [CH:1]1([S:4]([N:7]2[C:11]3=[CH:12][C:13]4[C:17]([C:18]([F:19])=[C:10]3[N:9]([C:22]3[CH:27]=[CH:26][C:25]([I:28])=[CH:24][C:23]=3[F:29])C2=O)=[N:16][N:15]([CH3:20])[C:14]=4[CH3:21])(=[O:6])=[O:5])[CH2:3][CH2:2]1.C[Si](C)(C)[O-].[K+]. (5) Given the product [CH3:15][O:16][CH:3]([C:9]1[S:10][CH:11]=[C:12]([CH3:14])[N:13]=1)[C:4]([O:6][CH2:7][CH3:8])=[O:5], predict the reactants needed to synthesize it. The reactants are: [N+](=[C:3]([C:9]1[S:10][CH:11]=[C:12]([CH3:14])[N:13]=1)[C:4]([O:6][CH2:7][CH3:8])=[O:5])=[N-].[CH3:15][OH:16]. (6) Given the product [C:1]([O:4][C@H:5]1[CH2:22][CH2:21][C@@:20]2([CH3:23])[C:7](=[CH:8][CH2:9][C@@H:10]3[C@@H:19]2[CH2:18][CH2:17][C@@:15]2([CH3:16])[C@H:11]3[CH2:12][CH:13]=[C:14]2[N:24]2[C:28]3[CH:29]=[CH:30][CH:31]=[CH:32][C:27]=3[N:26]=[CH:25]2)[CH2:6]1)(=[O:3])[CH3:2], predict the reactants needed to synthesize it. The reactants are: [C:1]([O:4][C@H:5]1[CH2:22][CH2:21][C@@:20]2([CH3:23])[C:7](=[CH:8][CH2:9][C@@H:10]3[C@@H:19]2[CH2:18][CH2:17][C@@:15]2([CH3:16])[C@H:11]3[CH2:12][C:13](C=O)=[C:14]2[N:24]2[C:28]3[CH:29]=[CH:30][CH:31]=[CH:32][C:27]=3[N:26]=[CH:25]2)[CH2:6]1)(=[O:3])[CH3:2]. (7) Given the product [ClH:16].[CH:1]1([NH:4][C:5]([C:7]2[S:26][C:10]3=[N:11][C:12]([O:17][CH2:18][CH2:19][N:20]4[CH2:21][CH2:22][O:23][CH2:24][CH2:25]4)=[C:13]([Cl:16])[C:14]([CH3:15])=[C:9]3[C:8]=2[NH2:27])=[O:6])[CH2:3][CH2:2]1, predict the reactants needed to synthesize it. The reactants are: [CH:1]1([NH:4][C:5]([C:7]2[S:26][C:10]3=[N:11][C:12]([O:17][CH2:18][CH2:19][N:20]4[CH2:25][CH2:24][O:23][CH2:22][CH2:21]4)=[C:13]([Cl:16])[C:14]([CH3:15])=[C:9]3[C:8]=2[NH2:27])=[O:6])[CH2:3][CH2:2]1.CO.C1COCC1.Cl. (8) Given the product [F:20][C:21]1[CH:22]=[CH:23][C:24]([N:30]2[N:34]=[CH:33][CH:32]=[N:31]2)=[C:25]([C:26]([N:7]2[CH2:6][CH:5]3[CH2:1][N:2]([C:9]4[CH:14]=[C:13]([O:15][CH3:16])[N:12]=[C:11]([N:17]([CH3:18])[CH3:19])[N:10]=4)[CH2:3][CH:4]3[CH2:8]2)=[O:27])[CH:29]=1, predict the reactants needed to synthesize it. The reactants are: [CH2:1]1[CH:5]2[CH2:6][NH:7][CH2:8][CH:4]2[CH2:3][N:2]1[C:9]1[CH:14]=[C:13]([O:15][CH3:16])[N:12]=[C:11]([N:17]([CH3:19])[CH3:18])[N:10]=1.[F:20][C:21]1[CH:22]=[CH:23][C:24]([N:30]2[N:34]=[CH:33][CH:32]=[N:31]2)=[C:25]([CH:29]=1)[C:26](O)=[O:27].CN(C(ON1N=NC2C=CC=NC1=2)=[N+](C)C)C.F[P-](F)(F)(F)(F)F.CCN(C(C)C)C(C)C. (9) Given the product [Br:15][CH2:1][C:2]1[O:6][C:5]([C:7]([C:9]2[CH:14]=[CH:13][CH:12]=[CH:11][CH:10]=2)=[O:8])=[N:4][CH:3]=1, predict the reactants needed to synthesize it. The reactants are: [CH3:1][C:2]1[O:6][C:5]([C:7]([C:9]2[CH:14]=[CH:13][CH:12]=[CH:11][CH:10]=2)=[O:8])=[N:4][CH:3]=1.[Br:15]N1C(=O)CCC1=O.N(C(C)(C)C#N)=NC(C)(C)C#N.